This data is from NCI-60 drug combinations with 297,098 pairs across 59 cell lines. The task is: Regression. Given two drug SMILES strings and cell line genomic features, predict the synergy score measuring deviation from expected non-interaction effect. (1) Drug 1: CC1=C(N=C(N=C1N)C(CC(=O)N)NCC(C(=O)N)N)C(=O)NC(C(C2=CN=CN2)OC3C(C(C(C(O3)CO)O)O)OC4C(C(C(C(O4)CO)O)OC(=O)N)O)C(=O)NC(C)C(C(C)C(=O)NC(C(C)O)C(=O)NCCC5=NC(=CS5)C6=NC(=CS6)C(=O)NCCC[S+](C)C)O. Drug 2: CCC1(C2=C(COC1=O)C(=O)N3CC4=CC5=C(C=CC(=C5CN(C)C)O)N=C4C3=C2)O.Cl. Cell line: A549. Synergy scores: CSS=53.2, Synergy_ZIP=-0.977, Synergy_Bliss=-0.930, Synergy_Loewe=3.01, Synergy_HSA=5.20. (2) Drug 1: CN1C(=O)N2C=NC(=C2N=N1)C(=O)N. Drug 2: C1=CC(=C(C=C1I)F)NC2=C(C=CC(=C2F)F)C(=O)NOCC(CO)O. Cell line: UACC62. Synergy scores: CSS=47.0, Synergy_ZIP=-3.12, Synergy_Bliss=-4.55, Synergy_Loewe=-7.89, Synergy_HSA=-0.949. (3) Drug 2: C1CCC(CC1)NC(=O)N(CCCl)N=O. Drug 1: C1CN1C2=NC(=NC(=N2)N3CC3)N4CC4. Cell line: U251. Synergy scores: CSS=30.1, Synergy_ZIP=-3.56, Synergy_Bliss=-4.17, Synergy_Loewe=-0.572, Synergy_HSA=1.35. (4) Drug 2: C1=CC(=C(C=C1I)F)NC2=C(C=CC(=C2F)F)C(=O)NOCC(CO)O. Synergy scores: CSS=59.2, Synergy_ZIP=-1.23, Synergy_Bliss=-1.37, Synergy_Loewe=2.04, Synergy_HSA=5.64. Drug 1: CC1=C(C(=O)C2=C(C1=O)N3CC4C(C3(C2COC(=O)N)OC)N4)N. Cell line: HCT116. (5) Drug 1: C1=CC(=CC=C1CCCC(=O)O)N(CCCl)CCCl. Drug 2: CC1=C(C(=O)C2=C(C1=O)N3CC4C(C3(C2COC(=O)N)OC)N4)N. Cell line: 786-0. Synergy scores: CSS=68.4, Synergy_ZIP=1.32, Synergy_Bliss=0.0290, Synergy_Loewe=-13.3, Synergy_HSA=2.33.